Task: Predict the product of the given reaction.. Dataset: Forward reaction prediction with 1.9M reactions from USPTO patents (1976-2016) (1) Given the reactants [C:1]([C:4]1[S:8][C:7]([N:9]([C:13]2[CH:17]=[CH:16][N:15]([C:18](=[O:20])[CH3:19])[N:14]=2)C(=O)C)=[N:6][C:5]=1[CH3:21])(=[O:3])[CH3:2].[BrH:22].BrBr, predict the reaction product. The product is: [BrH:22].[C:18]([N:15]1[CH:16]=[CH:17][C:13]([NH:9][C:7]2[S:8][C:4]([C:1](=[O:3])[CH2:2][Br:22])=[C:5]([CH3:21])[N:6]=2)=[N:14]1)(=[O:20])[CH3:19]. (2) Given the reactants I[C:2]1[CH:11]=[CH:10][C:5]([C:6]([O:8][CH3:9])=[O:7])=[CH:4][CH:3]=1.[CH3:12][N:13]([CH3:17])[CH2:14][CH2:15][NH2:16].C(=O)([O-])[O-].[Cs+].[Cs+].C(C1CCCCC1=O)(=O)C, predict the reaction product. The product is: [CH3:12][N:13]([CH3:17])[CH2:14][CH2:15][NH:16][C:2]1[CH:11]=[CH:10][C:5]([C:6]([O:8][CH3:9])=[O:7])=[CH:4][CH:3]=1. (3) Given the reactants [C:1]([N:8]1[CH:12]=[CH:11]N=[CH:9]1)([N:3]1[CH:7]=[CH:6]N=[CH:4]1)=[O:2].[F:13][C:14]1[CH:15]=[C:16]2C(=[CH:21][CH:22]=1)NC=C2, predict the reaction product. The product is: [F:13][C:14]1[CH:22]=[C:21]2[C:9](=[CH:16][CH:15]=1)[N:8]([C:1]([N:3]1[C:4]3[C:16](=[CH:15][C:14]([F:13])=[CH:22][CH:21]=3)[CH:6]=[CH:7]1)=[O:2])[CH:12]=[CH:11]2. (4) Given the reactants [C:1]([C:7]([O:9][CH3:10])=[O:8])#[C:2][C:3](OC)=[O:4].[CH3:11][NH:12][NH2:13], predict the reaction product. The product is: [OH:4][C:3]1[N:12]([CH3:11])[N:13]=[C:1]([C:7]([O:9][CH3:10])=[O:8])[CH:2]=1. (5) The product is: [F:26][C:23]1[CH:22]=[CH:21][C:20]([C:18]2[N:19]=[C:15]([NH:14][C:12](=[O:13])[C@@H:11]([NH:10][C:9]([C@H:8]3[O:7][C@@H:6]3[C:4]([OH:5])=[O:3])=[O:34])[CH2:27][C:28]3[N:32]([CH3:33])[CH:31]=[N:30][CH:29]=3)[S:16][CH:17]=2)=[CH:25][CH:24]=1. Given the reactants C([O:3][C:4]([C@@H:6]1[C@@H:8]([C:9](=[O:34])[NH:10][C@@H:11]([CH2:27][C:28]2[N:32]([CH3:33])[CH:31]=[N:30][CH:29]=2)[C:12]([NH:14][C:15]2[S:16][CH:17]=[C:18]([C:20]3[CH:25]=[CH:24][C:23]([F:26])=[CH:22][CH:21]=3)[N:19]=2)=[O:13])[O:7]1)=[O:5])C.[Li+].[OH-], predict the reaction product. (6) Given the reactants [Cl:1][C:2]1[CH:7]=[CH:6][N:5]=[C:4]([NH:8][C:9]([NH:11][CH2:12][CH3:13])=[O:10])[CH:3]=1.[Br:14]N1C(=O)CCC1=O.C(#N)C.CN(C=O)C, predict the reaction product. The product is: [Br:14][C:7]1[C:2]([Cl:1])=[CH:3][C:4]([NH:8][C:9]([NH:11][CH2:12][CH3:13])=[O:10])=[N:5][CH:6]=1. (7) Given the reactants [OH-].[K+].[CH3:3][C:4]1[CH:9]=[CH:8][CH:7]=[C:6]([CH3:10])[C:5]=1[OH:11].C1OCCOCCOCCOCCOCCOC1.Cl[CH2:31][C:32]1[C:33]2[N:34]([C:38]([CH3:42])=[C:39]([CH3:41])[N:40]=2)[CH:35]=[CH:36][CH:37]=1.[I-].[Na+], predict the reaction product. The product is: [CH3:3][C:4]1[CH:9]=[CH:8][CH:7]=[C:6]([CH3:10])[C:5]=1[O:11][CH2:31][C:32]1[C:33]2[N:34]([C:38]([CH3:42])=[C:39]([CH3:41])[N:40]=2)[CH:35]=[CH:36][CH:37]=1.